Dataset: Reaction yield outcomes from USPTO patents with 853,638 reactions. Task: Predict the reaction yield, written as a fraction of the theoretical maximum amount of product (1.0 means a 100% yield; for example, 0.34 means a 34% yield). (1) The reactants are [Cl:1][C:2]1[CH:7]=[CH:6][C:5]([C:8]2[C:13]([CH:14]([CH2:19][CH2:20][CH3:21])[C:15]([O:17]C)=[O:16])=[C:12]([CH3:22])[N:11]=[C:10]([N:23]3[CH2:28][CH2:27][CH2:26][CH2:25][CH2:24]3)[N:9]=2)=[C:4]([F:29])[CH:3]=1.[OH-].[Na+]. The catalyst is CO. The product is [Cl:1][C:2]1[CH:7]=[CH:6][C:5]([C:8]2[C:13]([CH:14]([CH2:19][CH2:20][CH3:21])[C:15]([OH:17])=[O:16])=[C:12]([CH3:22])[N:11]=[C:10]([N:23]3[CH2:28][CH2:27][CH2:26][CH2:25][CH2:24]3)[N:9]=2)=[C:4]([F:29])[CH:3]=1. The yield is 0.190. (2) The reactants are [N:1]1([C:11]([O:13][C:14]([CH3:17])([CH3:16])[CH3:15])=[O:12])[C:10]2[C:5](=[CH:6][CH:7]=[CH:8][CH:9]=2)[CH2:4][CH2:3][CH2:2]1.CN(C)CCN(C)C.C([Li])(CC)C.CN(C)[CH:33]=[O:34]. The catalyst is C(OCC)C.C1CCCCC1. The product is [CH:33]([C:9]1[CH:8]=[CH:7][CH:6]=[C:5]2[C:10]=1[N:1]([C:11]([O:13][C:14]([CH3:17])([CH3:16])[CH3:15])=[O:12])[CH2:2][CH2:3][CH2:4]2)=[O:34]. The yield is 0.500.